Dataset: Forward reaction prediction with 1.9M reactions from USPTO patents (1976-2016). Task: Predict the product of the given reaction. (1) Given the reactants Cl[C:2]1[N:10]=[C:9]([NH2:11])[N:8]=[C:7]2[C:3]=1[N:4]=[CH:5][N:6]2[C@@H:12]1[CH2:21][O:20][C@H:19]2[C@@H:14]([O:15][CH:16]([C:22]3[CH:27]=[CH:26][CH:25]=[CH:24][CH:23]=3)[O:17][CH2:18]2)[C@H:13]1[F:28].[OH-:29].[Na+], predict the reaction product. The product is: [NH2:11][C:9]1[NH:10][C:2](=[O:29])[C:3]2[N:4]=[CH:5][N:6]([C@@H:12]3[CH2:21][O:20][C@H:19]4[C@@H:14]([O:15][CH:16]([C:22]5[CH:27]=[CH:26][CH:25]=[CH:24][CH:23]=5)[O:17][CH2:18]4)[C@H:13]3[F:28])[C:7]=2[N:8]=1. (2) Given the reactants [F:1][C:2]1[CH:35]=[CH:34][C:5]([CH2:6][C:7]2[N:11]([CH2:12][C:13]([O:15]C(C)(C)C)=[O:14])[N:10]=[C:9]([C:20]3[N:21]=[N:22][N:23]([CH2:25][C:26]4[CH:31]=[CH:30][C:29]([O:32][CH3:33])=[CH:28][CH:27]=4)[CH:24]=3)[CH:8]=2)=[CH:4][CH:3]=1.CO.C1COCC1.[OH-].[Na+], predict the reaction product. The product is: [F:1][C:2]1[CH:3]=[CH:4][C:5]([CH2:6][C:7]2[N:11]([CH2:12][C:13]([OH:15])=[O:14])[N:10]=[C:9]([C:20]3[N:21]=[N:22][N:23]([CH2:25][C:26]4[CH:27]=[CH:28][C:29]([O:32][CH3:33])=[CH:30][CH:31]=4)[CH:24]=3)[CH:8]=2)=[CH:34][CH:35]=1. (3) The product is: [Cl:13][C:14]1[CH:23]=[CH:22][C:21]([F:24])=[C:20]2[C:15]=1[CH:16]=[C:17]([C:25]1[C:26]([NH2:40])=[N:27][CH:28]=[C:29]([C:2]3[S:6][C:5]([N:7]4[CH2:12][CH2:11][O:10][CH2:9][CH2:8]4)=[N:4][CH:3]=3)[CH:30]=1)[N:18]=[CH:19]2. Given the reactants Br[C:2]1[S:6][C:5]([N:7]2[CH2:12][CH2:11][O:10][CH2:9][CH2:8]2)=[N:4][CH:3]=1.[Cl:13][C:14]1[CH:23]=[CH:22][C:21]([F:24])=[C:20]2[C:15]=1[CH:16]=[C:17]([C:25]1[C:26]([NH2:40])=[N:27][CH:28]=[C:29](B3OC(C)(C)C(C)(C)O3)[CH:30]=1)[N:18]=[CH:19]2.C(=O)([O-])[O-].[K+].[K+].C1(P(=O)(C2C=CC=CC=2)C2C=CC=CC=2)C=CC=CC=1, predict the reaction product. (4) Given the reactants [CH:1]1([CH2:6][N:7]2[C:12](=[O:13])[C:11]([CH2:14]OS(C)(=O)=O)=[CH:10][C:9]([C:20]3[CH:25]=[CH:24][C:23]([O:26][CH3:27])=[C:22]([F:28])[CH:21]=3)=[N:8]2)[CH2:5][CH2:4][CH2:3][CH2:2]1.[N:29]1([C:35]([O:37][C:38]([CH3:41])([CH3:40])[CH3:39])=[O:36])[CH2:34][CH2:33][NH:32][CH2:31][CH2:30]1, predict the reaction product. The product is: [C:38]([O:37][C:35]([N:29]1[CH2:34][CH2:33][N:32]([CH2:14][C:11]2[C:12](=[O:13])[N:7]([CH2:6][CH:1]3[CH2:5][CH2:4][CH2:3][CH2:2]3)[N:8]=[C:9]([C:20]3[CH:25]=[CH:24][C:23]([O:26][CH3:27])=[C:22]([F:28])[CH:21]=3)[CH:10]=2)[CH2:31][CH2:30]1)=[O:36])([CH3:41])([CH3:40])[CH3:39]. (5) Given the reactants [C:1]([OH:4])(=[O:3])[CH3:2].[Fe:5], predict the reaction product. The product is: [C:1]([O-:4])(=[O:3])[CH3:2].[Fe+3:5].[C:1]([O-:4])(=[O:3])[CH3:2].[C:1]([O-:4])(=[O:3])[CH3:2]. (6) Given the reactants [CH3:1][N:2]([CH2:4][C:5]1[CH:6]=[C:7]([C:11]2[S:19][C:18]3[C:13](=[N:14][CH:15]=[CH:16][C:17]=3[O:20][C:21]3[CH:27]=[CH:26][C:24]([NH2:25])=[CH:23][C:22]=3[F:28])[CH:12]=2)[CH:8]=[CH:9][CH:10]=1)[CH3:3].[CH3:29][O:30][C:31]1[CH:36]=[CH:35][CH:34]=[CH:33][C:32]=1[NH:37][C:38](=[O:43])[CH2:39][C:40](O)=[O:41].ON1C2C=CC=CC=2N=N1.CCN=C=NCCCN(C)C.Cl, predict the reaction product. The product is: [CH3:3][N:2]([CH2:4][C:5]1[CH:6]=[C:7]([C:11]2[S:19][C:18]3[C:13](=[N:14][CH:15]=[CH:16][C:17]=3[O:20][C:21]3[CH:27]=[CH:26][C:24]([NH:25][C:40](=[O:41])[CH2:39][C:38]([NH:37][C:32]4[CH:33]=[CH:34][CH:35]=[CH:36][C:31]=4[O:30][CH3:29])=[O:43])=[CH:23][C:22]=3[F:28])[CH:12]=2)[CH:8]=[CH:9][CH:10]=1)[CH3:1]. (7) Given the reactants C([O:3][C:4]([C:6]1[CH:7]=[N:8][N:9]([C:15]([CH3:18])([CH3:17])[CH3:16])[C:10]=1[C:11]([F:14])([F:13])[F:12])=[O:5])C.[OH-].[Li+], predict the reaction product. The product is: [C:15]([N:9]1[C:10]([C:11]([F:13])([F:14])[F:12])=[C:6]([C:4]([OH:5])=[O:3])[CH:7]=[N:8]1)([CH3:18])([CH3:16])[CH3:17]. (8) Given the reactants [F:1][C:2]([F:37])([F:36])[C:3]1[CH:4]=[C:5]([CH:33]=[CH:34][CH:35]=1)[C:6]([NH:8][C:9]1[CH:10]=[C:11]([C:15]2[N:20]3[N:21]=[CH:22][C:23]([C:24]4[CH:25]=[C:26]([CH:30]=[CH:31][CH:32]=4)[C:27]([OH:29])=O)=[C:19]3[N:18]=[CH:17][CH:16]=2)[CH:12]=[CH:13][CH:14]=1)=[O:7].CC[N:40](C(C)C)C(C)C.N, predict the reaction product. The product is: [F:37][C:2]([F:36])([F:1])[C:3]1[CH:4]=[C:5]([CH:33]=[CH:34][CH:35]=1)[C:6]([NH:8][C:9]1[CH:10]=[C:11]([C:15]2[N:20]3[N:21]=[CH:22][C:23]([C:24]4[CH:25]=[C:26]([CH:30]=[CH:31][CH:32]=4)[C:27]([NH2:40])=[O:29])=[C:19]3[N:18]=[CH:17][CH:16]=2)[CH:12]=[CH:13][CH:14]=1)=[O:7]. (9) Given the reactants Br[CH2:2][C:3]([C:5]1[CH:10]=[CH:9][C:8]([Br:11])=[C:7]([F:12])[CH:6]=1)=[O:4].[NH:13]1[CH2:18][CH2:17][O:16][CH2:15][CH2:14]1, predict the reaction product. The product is: [Br:11][C:8]1[CH:9]=[CH:10][C:5]([C:3](=[O:4])[CH2:2][N:13]2[CH2:18][CH2:17][O:16][CH2:15][CH2:14]2)=[CH:6][C:7]=1[F:12].